Dataset: Catalyst prediction with 721,799 reactions and 888 catalyst types from USPTO. Task: Predict which catalyst facilitates the given reaction. Reactant: [Br:1][C:2]1[CH:7]=[CH:6][C:5]([O:8][Si:9]([CH:16]([CH3:18])[CH3:17])([CH:13]([CH3:15])[CH3:14])[CH:10]([CH3:12])[CH3:11])=[CH:4][C:3]=1[OH:19].[Cl:20][CH2:21][CH2:22][C@@H:23]([C:25]1[CH:30]=[CH:29][CH:28]=[CH:27][CH:26]=1)O.C1(P(C2C=CC=CC=2)C2C=CC=CC=2)C=CC=CC=1.N(C(OC(C)C)=O)=NC(OC(C)C)=O. Product: [Br:1][C:2]1[CH:7]=[CH:6][C:5]([O:8][Si:9]([CH:13]([CH3:15])[CH3:14])([CH:16]([CH3:18])[CH3:17])[CH:10]([CH3:11])[CH3:12])=[CH:4][C:3]=1[O:19][C@@H:23]([C:25]1[CH:30]=[CH:29][CH:28]=[CH:27][CH:26]=1)[CH2:22][CH2:21][Cl:20]. The catalyst class is: 1.